From a dataset of Catalyst prediction with 721,799 reactions and 888 catalyst types from USPTO. Predict which catalyst facilitates the given reaction. (1) Product: [F:44][C:2]([F:1])([F:43])[CH2:3][CH2:4][C@@H:5]([C:20](=[O:42])[NH:21][CH:22]1[C:28](=[O:29])[NH:27][C:26]2[C:30]([CH3:34])=[CH:31][CH:32]=[CH:33][C:25]=2[C:24]([C:35]2[CH:40]=[CH:39][CH:38]=[C:37]([F:41])[CH:36]=2)=[N:23]1)[C@H:6]([C:14]1[CH:15]=[CH:16][CH:17]=[CH:18][CH:19]=1)[C:7]([OH:9])=[O:8]. Reactant: [F:1][C:2]([F:44])([F:43])[CH2:3][CH2:4][C@@H:5]([C:20](=[O:42])[NH:21][CH:22]1[C:28](=[O:29])[NH:27][C:26]2[C:30]([CH3:34])=[CH:31][CH:32]=[CH:33][C:25]=2[C:24]([C:35]2[CH:40]=[CH:39][CH:38]=[C:37]([F:41])[CH:36]=2)=[N:23]1)[C@H:6]([C:14]1[CH:19]=[CH:18][CH:17]=[CH:16][CH:15]=1)[C:7]([O:9]C(C)(C)C)=[O:8].C(O)(C(F)(F)F)=O. The catalyst class is: 4. (2) Reactant: [CH2:1]([O:3][C:4]([C:6]1[CH2:12][C@@H:11]([O:13][S:14]([CH3:17])(=[O:16])=[O:15])[C@@H:10]2[C@@H:8]([N:9]2[P:18]([O:23][CH2:24][CH3:25])([O:20][CH2:21][CH3:22])=[O:19])[CH:7]=1)=[O:5])[CH3:2].[CH3:26][CH2:27][CH:28]([OH:31])[CH2:29][CH3:30].B(F)(F)F.CCOCC. Product: [CH2:1]([O:3][C:4]([C:6]1[CH2:12][C@@H:11]([O:13][S:14]([CH3:17])(=[O:16])=[O:15])[C@@H:10]([NH:9][P:18]([O:23][CH2:24][CH3:25])([O:20][CH2:21][CH3:22])=[O:19])[C@H:8]([O:31][CH:28]([CH2:29][CH3:30])[CH2:27][CH3:26])[CH:7]=1)=[O:5])[CH3:2]. The catalyst class is: 25. (3) Reactant: [CH:1]1([N:4]([CH:18]2[CH2:23][CH2:22][NH:21][CH2:20][CH2:19]2)[S:5]([C:8]2[CH:13]=[CH:12][CH:11]=[C:10]([C:14]([F:17])([F:16])[F:15])[CH:9]=2)(=[O:7])=[O:6])[CH2:3][CH2:2]1.C(N(CC)CC)C.[F:31][C:32]1[CH:37]=[CH:36][C:35]([CH:38]([C:43]2[CH:48]=[CH:47][C:46]([F:49])=[CH:45][CH:44]=2)[CH2:39][CH2:40][CH2:41]Cl)=[CH:34][CH:33]=1. Product: [CH:1]1([N:4]([CH:18]2[CH2:23][CH2:22][N:21]([CH2:41][CH2:40][CH2:39][CH:38]([C:35]3[CH:34]=[CH:33][C:32]([F:31])=[CH:37][CH:36]=3)[C:43]3[CH:48]=[CH:47][C:46]([F:49])=[CH:45][CH:44]=3)[CH2:20][CH2:19]2)[S:5]([C:8]2[CH:13]=[CH:12][CH:11]=[C:10]([C:14]([F:17])([F:15])[F:16])[CH:9]=2)(=[O:6])=[O:7])[CH2:3][CH2:2]1. The catalyst class is: 3. (4) Reactant: [H-].[Al+3].[Li+].[H-].[H-].[H-].[NH:7]1[C:15]2[C:10](=[CH:11][CH:12]=[CH:13][CH:14]=2)[CH:9]=[C:8]1[C:16](OCC)=[O:17]. Product: [NH:7]1[C:15]2[C:10](=[CH:11][CH:12]=[CH:13][CH:14]=2)[CH:9]=[C:8]1[CH2:16][OH:17]. The catalyst class is: 7. (5) Reactant: [Si:1]([O:8][CH2:9][C@H:10]1[O:14][C@@H:13]([N:15]2[CH:22]=[CH:21][C:19]([NH2:20])=[N:18][C:16]2=[O:17])[C@H:12]([OH:23])[C@:11]1([C:25]#[CH:26])[OH:24])([C:4]([CH3:7])([CH3:6])[CH3:5])([CH3:3])[CH3:2].[C:27](O[C:27]([O:29][C:30]([CH3:33])([CH3:32])[CH3:31])=[O:28])([O:29][C:30]([CH3:33])([CH3:32])[CH3:31])=[O:28]. Product: [Si:1]([O:8][CH2:9][C@H:10]1[O:14][C@@H:13]([N:15]2[CH:22]=[CH:21][C:19]([NH:20][C:27]([O:29][C:30]([CH3:33])([CH3:32])[CH3:31])=[O:28])=[N:18][C:16]2=[O:17])[C@H:12]([OH:23])[C@:11]1([C:25]#[CH:26])[OH:24])([C:4]([CH3:7])([CH3:6])[CH3:5])([CH3:2])[CH3:3]. The catalyst class is: 7. (6) Reactant: [Na].C(O)C.Cl.[CH3:6][CH:7]([CH3:12])[CH2:8][C:9](=[NH:11])[NH2:10].[C:13](OCC)(=[O:20])[CH2:14][C:15](OCC)=[O:16]. Product: [CH2:8]([C:9]1[N:10]=[C:15]([OH:16])[CH:14]=[C:13]([OH:20])[N:11]=1)[CH:7]([CH3:12])[CH3:6]. The catalyst class is: 211. (7) Reactant: [Li+].CCC[CH2-].C1C[O:9][CH2:8]C1.C(NC(C)C)(C)C.[Cl:18][C:19]1[N:27]=[C:26]([Cl:28])[CH:25]=[CH:24][C:20]=1[C:21]([OH:23])=[O:22]. Product: [Cl:18][C:19]1[C:20]2[C:21](=[O:23])[O:22][CH:8]([OH:9])[C:24]=2[CH:25]=[C:26]([Cl:28])[N:27]=1. The catalyst class is: 3. (8) The catalyst class is: 422. Reactant: C[O:2][C:3]1[C:8]([CH2:9][NH:10]C(=O)OC(C)(C)C)=[C:7]([O:18][CH3:19])[CH:6]=[C:5]([CH3:20])[N:4]=1. Product: [NH2:10][CH2:9][C:8]1[C:3]([OH:2])=[N:4][C:5]([CH3:20])=[CH:6][C:7]=1[O:18][CH3:19].